Dataset: Catalyst prediction with 721,799 reactions and 888 catalyst types from USPTO. Task: Predict which catalyst facilitates the given reaction. (1) Reactant: [CH2:1]([O:3][CH:4]([O:10][CH2:11][CH3:12])[C:5]([O:7]CC)=O)[CH3:2].[CH2:13]([C:15]1[CH:23]=[CH:22][C:18]([CH2:19][Mg]Cl)=[CH:17][CH:16]=1)[CH3:14].[Cl-].[NH4+]. Product: [CH2:11]([O:10][CH:4]([O:3][CH2:1][CH3:2])[C:5](=[O:7])[CH2:19][C:18]1[CH:22]=[CH:23][C:15]([CH2:13][CH3:14])=[CH:16][CH:17]=1)[CH3:12]. The catalyst class is: 1. (2) Reactant: FC(F)(F)C(O)=O.C(OC([N:15]1[CH2:20][CH2:19][CH2:18][CH:17]([O:21][C:22]2[CH:23]=[C:24]3[C:29](=[CH:30][CH:31]=2)[C:28]([Cl:32])=[N:27][CH:26]=[CH:25]3)[CH2:16]1)=O)(C)(C)C. Product: [Cl:32][C:28]1[C:29]2[C:24](=[CH:23][C:22]([O:21][CH:17]3[CH2:18][CH2:19][CH2:20][NH:15][CH2:16]3)=[CH:31][CH:30]=2)[CH:25]=[CH:26][N:27]=1. The catalyst class is: 4. (3) Reactant: [Cl:1][C:2]1[CH:3]=[C:4]([CH:17]=[CH:18][C:19]=1[C:20]#[N:21])[CH2:5][N:6]1[CH2:9][CH:8]([C:10]([O:12][C:13]([CH3:16])([CH3:15])[CH3:14])=[O:11])[CH2:7]1.Cl.[NH2:23][OH:24].C(=O)(O)[O-].[Na+]. Product: [Cl:1][C:2]1[CH:3]=[C:4]([CH:17]=[CH:18][C:19]=1[C:20](=[N:23][OH:24])[NH2:21])[CH2:5][N:6]1[CH2:9][CH:8]([C:10]([O:12][C:13]([CH3:16])([CH3:15])[CH3:14])=[O:11])[CH2:7]1. The catalyst class is: 32. (4) Reactant: [Cl:1][C:2]1[C:7]([F:8])=[CH:6][C:5]([F:9])=[C:4]([Cl:10])[C:3]=1[CH:11]([OH:13])[CH3:12].[C:14]([O:18][C:19]([N:21]1[CH2:26][CH2:25][CH:24]([N:27]2[CH:31]=[C:30]([C:32]3[C:36]4[CH:37]=[N:38][C:39]([N+:42]([O-:44])=[O:43])=[C:40](O)[C:35]=4[O:34][CH:33]=3)[CH:29]=[N:28]2)[CH2:23][CH2:22]1)=[O:20])([CH3:17])([CH3:16])[CH3:15].C1C=CC(P(C2C=CC=CC=2)C2C=CC=CC=2)=CC=1.N(C(OC(C)C)=O)=NC(OC(C)C)=O.CC(OC(/N=N/C(OC(C)C)=O)=O)C. Product: [Cl:1][C:2]1[C:7]([F:8])=[CH:6][C:5]([F:9])=[C:4]([Cl:10])[C:3]=1[CH:11]([O:13][C:40]1[C:35]2[O:34][CH:33]=[C:32]([C:30]3[CH:29]=[N:28][N:27]([CH:24]4[CH2:23][CH2:22][N:21]([C:19]([O:18][C:14]([CH3:17])([CH3:16])[CH3:15])=[O:20])[CH2:26][CH2:25]4)[CH:31]=3)[C:36]=2[CH:37]=[N:38][C:39]=1[N+:42]([O-:44])=[O:43])[CH3:12]. The catalyst class is: 1. (5) Reactant: Br[C:2]1[CH:3]=[C:4]([C:8]2[C:14]3[CH:15]=[C:16]([O:21][CH3:22])[C:17]([O:19][CH3:20])=[CH:18][C:13]=3[CH2:12][CH:11]([CH3:23])[N:10]([C:24]([NH:26][CH3:27])=[O:25])[N:9]=2)[CH:5]=[CH:6][CH:7]=1.[CH3:28][C:29]1[C:33](B(O)O)=[C:32]([CH3:37])[O:31][N:30]=1.C(=O)([O-])[O-].[K+].[K+]. Product: [CH3:28][C:29]1[C:33]([C:2]2[CH:3]=[C:4]([C:8]3[C:14]4[CH:15]=[C:16]([O:21][CH3:22])[C:17]([O:19][CH3:20])=[CH:18][C:13]=4[CH2:12][CH:11]([CH3:23])[N:10]([C:24]([NH:26][CH3:27])=[O:25])[N:9]=3)[CH:5]=[CH:6][CH:7]=2)=[C:32]([CH3:37])[O:31][N:30]=1. The catalyst class is: 294. (6) Reactant: [N:1]1([CH2:6][CH2:7][O:8][C:9]2[CH:14]=[CH:13][C:12]([N+:15]([O-])=O)=[CH:11][CH:10]=2)[CH:5]=[CH:4][N:3]=[N:2]1.NC1C=CC=CC=1. Product: [N:1]1([CH2:6][CH2:7][O:8][C:9]2[CH:14]=[CH:13][C:12]([NH2:15])=[CH:11][CH:10]=2)[CH:5]=[CH:4][N:3]=[N:2]1. The catalyst class is: 45. (7) Reactant: ClP(C(C)(C)C)C(C)(C)C.Br[C:12]1[C:13]2[C:22]([CH:23]=[CH:24][CH:25]=1)=[CH:21][C:20]1[C:15](=[CH:16][CH:17]=[C:18]3[CH:29]=[CH:28][CH:27]=[CH:26][C:19]3=1)[CH:14]=2.[CH3:30][C:31]1[CH:36]=[CH:35][C:34]([NH:37][C:38]2[CH:43]=[CH:42][C:41]([CH3:44])=[CH:40][CH:39]=2)=[CH:33][CH:32]=1.CC(C)([O-])C.[Na+]. Product: [CH3:30][C:31]1[CH:32]=[CH:33][C:34]([N:37]([C:38]2[CH:43]=[CH:42][C:41]([CH3:44])=[CH:40][CH:39]=2)[C:12]2[C:13]3[C:22]([CH:23]=[CH:24][CH:25]=2)=[CH:21][C:20]2[C:15](=[CH:16][CH:17]=[C:18]4[CH:29]=[CH:28][CH:27]=[CH:26][C:19]4=2)[CH:14]=3)=[CH:35][CH:36]=1. The catalyst class is: 493. (8) Reactant: C1C2C(COC([NH:18][C@H:19]([C:23]([N:25]([C@@H:27]([C@@H:55]([CH3:58])[CH2:56][CH3:57])[C@H:28]([O:53][CH3:54])[CH2:29][C:30]([N:32]3[CH2:36][CH2:35][CH2:34][C@H:33]3[C@H:37]([O:51][CH3:52])[C@@H:38]([CH3:50])[C:39](=[O:49])[NH:40][CH2:41][CH2:42][C:43]3[CH:48]=[CH:47][CH:46]=[CH:45][CH:44]=3)=[O:31])[CH3:26])=[O:24])[CH:20]([CH3:22])[CH3:21])=O)C3C(=CC=CC=3)C=2C=CC=1.C(NCC)C. Product: [CH3:54][O:53][C@@H:28]([C@@H:27]([N:25]([CH3:26])[C:23](=[O:24])[C@H:19]([CH:20]([CH3:22])[CH3:21])[NH2:18])[C@@H:55]([CH3:58])[CH2:56][CH3:57])[CH2:29][C:30]([N:32]1[CH2:36][CH2:35][CH2:34][C@H:33]1[C@H:37]([O:51][CH3:52])[C@@H:38]([CH3:50])[C:39](=[O:49])[NH:40][CH2:41][CH2:42][C:43]1[CH:44]=[CH:45][CH:46]=[CH:47][CH:48]=1)=[O:31]. The catalyst class is: 7.